Dataset: NCI-60 drug combinations with 297,098 pairs across 59 cell lines. Task: Regression. Given two drug SMILES strings and cell line genomic features, predict the synergy score measuring deviation from expected non-interaction effect. (1) Drug 1: CC1=C(C=C(C=C1)NC2=NC=CC(=N2)N(C)C3=CC4=NN(C(=C4C=C3)C)C)S(=O)(=O)N.Cl. Drug 2: C1=CN(C(=O)N=C1N)C2C(C(C(O2)CO)O)O.Cl. Cell line: CCRF-CEM. Synergy scores: CSS=57.3, Synergy_ZIP=-1.42, Synergy_Bliss=-3.09, Synergy_Loewe=-28.4, Synergy_HSA=-2.87. (2) Drug 1: C1=NC2=C(N=C(N=C2N1C3C(C(C(O3)CO)O)O)F)N. Drug 2: CC1C(C(CC(O1)OC2CC(CC3=C2C(=C4C(=C3O)C(=O)C5=C(C4=O)C(=CC=C5)OC)O)(C(=O)CO)O)N)O.Cl. Cell line: OVCAR-5. Synergy scores: CSS=11.2, Synergy_ZIP=-5.23, Synergy_Bliss=2.23, Synergy_Loewe=-3.62, Synergy_HSA=0.519.